This data is from Cav3 T-type calcium channel HTS with 100,875 compounds. The task is: Binary Classification. Given a drug SMILES string, predict its activity (active/inactive) in a high-throughput screening assay against a specified biological target. (1) The compound is s1c2nc([nH]c(=O)c2c(c2sccc2)c1)C(Sc1nc([nH]n1)N)C. The result is 0 (inactive). (2) The result is 0 (inactive). The compound is S(CC(=O)N(CC)CC)c1n(c2c(OC)cccc2)c(O)cc(=O)n1. (3) The compound is O1CCN(CC1)C(=O)c1ccc(N2CCCC2=O)cc1. The result is 0 (inactive). (4) The drug is O=C(N1CCN(CC1)c1n(nnn1)c1ccccc1)c1cc(OC)c(OC)cc1. The result is 0 (inactive). (5) The molecule is Fc1ccc(C(=O)C(NC(OCC)=O)NC(OCC)=O)cc1. The result is 0 (inactive). (6) The compound is O=C1CCC(=C1C)c1ccccc1. The result is 0 (inactive). (7) The compound is S(c1oc(nn1)c1c(NC(=O)c2ccccc2)cccc1)CC(OCC)=O. The result is 0 (inactive). (8) The drug is Fc1ccc(COc2c(OCC)cc(cc2)/C=N\NC(=O)Cn2nc([N+]([O-])=O)cc2C)cc1. The result is 0 (inactive). (9) The molecule is O=C(NCCN1C(CCCC1C)C)Nc1ccc(OCC)cc1. The result is 0 (inactive).